This data is from NCI-60 drug combinations with 297,098 pairs across 59 cell lines. The task is: Regression. Given two drug SMILES strings and cell line genomic features, predict the synergy score measuring deviation from expected non-interaction effect. (1) Drug 1: C1=CN(C(=O)N=C1N)C2C(C(C(O2)CO)O)O.Cl. Drug 2: C1=NC2=C(N=C(N=C2N1C3C(C(C(O3)CO)O)F)Cl)N. Cell line: MCF7. Synergy scores: CSS=7.75, Synergy_ZIP=-2.65, Synergy_Bliss=0.155, Synergy_Loewe=-4.24, Synergy_HSA=-2.45. (2) Drug 1: CCC1(CC2CC(C3=C(CCN(C2)C1)C4=CC=CC=C4N3)(C5=C(C=C6C(=C5)C78CCN9C7C(C=CC9)(C(C(C8N6C=O)(C(=O)OC)O)OC(=O)C)CC)OC)C(=O)OC)O.OS(=O)(=O)O. Drug 2: C1CNP(=O)(OC1)N(CCCl)CCCl. Cell line: BT-549. Synergy scores: CSS=1.33, Synergy_ZIP=0.640, Synergy_Bliss=1.85, Synergy_Loewe=1.74, Synergy_HSA=1.28.